This data is from Experimentally validated miRNA-target interactions with 360,000+ pairs, plus equal number of negative samples. The task is: Binary Classification. Given a miRNA mature sequence and a target amino acid sequence, predict their likelihood of interaction. (1) The miRNA is hsa-miR-3663-5p with sequence GCUGGUCUGCGUGGUGCUCGG. The protein sequence of the target gene is MALRPGREGGESSAALATAQARFSRGEFAEARELYSAFIGQCARHGSKCSPEDLATAYNNRGQTKYFSVDFYEAMDDYTSAIEILPSFEVPYYNRGLIRYRLGYFDEALEDFKKALDLNPGFQDAVLSLKQTILDKEEKQRRNAEKSY. Result: 0 (no interaction). (2) The miRNA is hsa-miR-3913-5p with sequence UUUGGGACUGAUCUUGAUGUCU. The protein sequence of the target gene is MTSIIKLTTLSGVQEESALCYLLQVDEFRFLLDCGWDEHFSMDIIDSLRKHVHQIDAVLLSHPDPLHLGALPYAVGKLGLNCAIYATIPVYKMGQMFMYDLYQSRHNTEDFTLFTLDDVDAAFDKIQQLKFSQIVNLKGKGHGLSITPLPAGHMIGGTIWKIVKDGEEEIVYAVDFNHKREIHLNGCSLEMLSRPSLLITDSFNATYVQPRRKQRDEQLLTNVLETLRGDGNVLIAVDTAGRVLELAQLLDQIWRTKDAGLGVYSLALLNNVSYNVVEFSKSQVEWMSDKLMRCFEDKRN.... Result: 1 (interaction). (3) Result: 1 (interaction). The protein sequence of the target gene is MADRDSGSEQGGAALGSGGSLGHPGSGSGSGGGGGGGGGGGGSGGGGGGAPGGLQHETQELASKRVDIQNKRFYLDVKQNAKGRFLKIAEVGAGGNKSRLTLSMSVAVEFRDYLGDFIEHYAQLGPSQPPDLAQAQDEPRRALKSEFLVRENRKYYMDLKENQRGRFLRIRQTVNRGPGLGSTQGQTIALPAQGLIEFRDALAKLIDDYGVEEEPAELPEGTSLTVDNKRFFFDVGSNKYGVFMRVSEVKPTYRNSITVPYKVWAKFGHTFCKYSEEMKKIQEKQREKRAACEQLHQQQQ.... The miRNA is hsa-miR-548h-3p with sequence CAAAAACCGCAAUUACUUUUGCA. (4) The miRNA is hsa-miR-1262 with sequence AUGGGUGAAUUUGUAGAAGGAU. The protein sequence of the target gene is MAAAALRPPAQGTVTFEDVAVNFSQEEWSLLSEAQRCLYHDVMLENLTLISSLGCWYGAKDETPSKQTLSIQQESPLRTHWTGVCTKKVHLWGMCGPLLGDILHQGTQHNQKLNGFGAYEKKLDDDANHHQDQKQHIGEKSYRSNAKGTSFVKNCKFHMSHEPFIFHEVGKDFLSSLRLLQQEDIHTSGKSNFETKHGIPLQGGKTHYICGESTIPFSNKHSLVLHQRLLPREGPYVCSDSGKFTSKSNSFNNHQGVRTGKRPYQCGQCDESFWYKAHLTEHQRVHTGERPYECGECDKS.... Result: 0 (no interaction). (5) Result: 1 (interaction). The miRNA is hsa-miR-92a-3p with sequence UAUUGCACUUGUCCCGGCCUGU. The protein sequence of the target gene is MPKKAKPTGSGKEEGPAPCKQMKLEAAGGPSALNFDSPSSLFESLISPIKTETFFKEFWEQKPLLIQRDDPALATYYGSLFKLTDLKSLCSRGMYYGRDVNVCRCVNGKKKVLNKDGKAHFLQLRKDFDQKRATIQFHQPQRFKDELWRIQEKLECYFGSLVGSNVYITPAGSQGLPPHYDDVEVFILQLEGEKHWRLYHPTVPLAREYSVEAEERIGRPVHEFMLKPGDLLYFPRGTIHQADTPAGLAHSTHVTISTYQNNSWGDFLLDTISGLVFDTAKEDVELRTGIPRQLLLQVES.... (6) The miRNA is hsa-miR-411-5p with sequence UAGUAGACCGUAUAGCGUACG. The protein sequence of the target gene is MPKYCRAPNCSNTAGRLGADNRPVSFYKFPLKDGPRLQAWLQHMGCEHWVPSCHQHLCSEHFTPSCFQWRWGVRYLRPDAVPSIFSRGPPAKSQRRTRSTQKPVSPPPPLQKNTPLPQSPAIPVSGPVRLVVLGPTSGSPKTVATMLLTPLAPAPTPERSQPEVPAQQAQTGLGPVLGALQRRVRRLQRCQERHQAQLQALERLAQQLHGESLLARARRGLQRLTTAQTLGPEESQTFTIICGGPDIAMVLAQDPAPATVDAKPELLDTRIPSA. Result: 1 (interaction). (7) The miRNA is hsa-miR-31-3p with sequence UGCUAUGCCAACAUAUUGCCAU. The protein sequence of the target gene is MATSWGAVFMLIIACVGSTVFYREQQTWFEGVFLSSMCPINVSAGTFYGIMFDAGSTGTRIHVYTFVQKTAGQLPFLEGEIFDSVKPGLSAFVDQPKQGAETVQELLEVAKDSIPRSHWERTPVVLKATAGLRLLPEQKAQALLLEVEEIFKNSPFLVPDGSVSIMDGSYEGILAWVTVNFLTGQLHGRGQETVGTLDLGGASTQITFLPQFEKTLEQTPRGYLTSFEMFNSTFKLYTHSYLGFGLKAARLATLGALEAKGTDGHTFRSACLPRWLEAEWIFGGVKYQYGGNQEGEMGFE.... Result: 0 (no interaction). (8) The miRNA is gga-miR-146b-3p with sequence CCCUAUGGAUUCAGUUCUGC. The protein sequence of the target gene is MASDKPGPGLEPQPVALLAVGAGGGAGGGGAMGEPRGAAGSGPVVLPAGMINPSVPIRNIRMKFAVLIGLIQVGEVSNRDIVETVLNLLVGGEFDLEMNFIIQDAESITCMTELLEHCDVTCQAEIWSMFTAILRKSVRNLQTSTEVGLIEQVLLKMSAVDDMIADLLVDMLGVLASYSITVKELKLLFSMLRGESGIWPRHAVKLLSVLNQMPQRHGPDTFFNFPGCSAAAIALPPIAKWPYQNGFTLNTWFRMDPLNNINVDKDKPYLYCFRTSKGVGYSAHFVGNCLIVTSLKSKGK.... Result: 0 (no interaction).